This data is from Forward reaction prediction with 1.9M reactions from USPTO patents (1976-2016). The task is: Predict the product of the given reaction. (1) The product is: [F:31][C:26]1[CH:25]=[C:24]([CH:29]=[C:28]([F:30])[CH:27]=1)[CH2:23][C@H:9]([NH:8][C:45](=[O:46])[C:44]1[CH:48]=[C:40]([CH3:39])[CH:41]=[C:42]([C:49]([N:51]([CH2:52][CH2:53][CH3:54])[CH2:55][CH2:56][CH3:57])=[O:50])[CH:43]=1)[C@H:10]([OH:22])[CH2:11][NH:12][CH2:13][C:14]1[CH:19]=[CH:18][CH:17]=[C:16]([O:20][CH3:21])[CH:15]=1. Given the reactants FC(F)(F)C(O)=O.[NH2:8][C@@H:9]([CH2:23][C:24]1[CH:29]=[C:28]([F:30])[CH:27]=[C:26]([F:31])[CH:25]=1)[C@H:10]([OH:22])[CH2:11][NH:12][CH2:13][C:14]1[CH:19]=[CH:18][CH:17]=[C:16]([O:20][CH3:21])[CH:15]=1.C(N(CC)CC)C.[CH3:39][C:40]1[CH:41]=[C:42]([C:49]([N:51]([CH2:55][CH2:56][CH3:57])[CH2:52][CH2:53][CH3:54])=[O:50])[CH:43]=[C:44]([CH:48]=1)[C:45](O)=[O:46].ON1C2C=CC=CC=2N=N1.Cl.CN(C)CCCN=C=NCC, predict the reaction product. (2) Given the reactants Cl.[O:2]=[C:3]1[S:11][CH:10]2[C:5]([CH2:6][NH:7][CH2:8][CH2:9]2)=[CH:4]1.C(=O)(O)[O-].[Na+].[CH:17]1([C:20]([CH:22](Br)[C:23]2[CH:28]=[CH:27][CH:26]=[CH:25][C:24]=2[F:29])=[O:21])[CH2:19][CH2:18]1.[C:31](OC(=O)C)(=[O:33])[CH3:32], predict the reaction product. The product is: [CH3:32][C:31]([O:2][C:3]1[S:11][C:10]2[CH2:9][CH2:8][N:7]([CH:22]([C:20]([CH:17]3[CH2:19][CH2:18]3)=[O:21])[C:23]3[CH:28]=[CH:27][CH:26]=[CH:25][C:24]=3[F:29])[CH2:6][C:5]=2[CH:4]=1)=[O:33]. (3) The product is: [NH2:21][C:3]1[C:2]([CH3:1])=[CH:11][CH:10]=[C:9]2[C:4]=1[CH:5]=[CH:6][N:7]=[C:8]2[NH:12][C:13]1[CH:20]=[CH:19][C:16]([C:17]#[N:18])=[CH:15][CH:14]=1. Given the reactants [CH3:1][C:2]1[C:3]([N+:21]([O-])=O)=[C:4]2[C:9](=[CH:10][CH:11]=1)[C:8]([NH:12][C:13]1[CH:20]=[CH:19][C:16]([C:17]#[N:18])=[CH:15][CH:14]=1)=[N:7][CH:6]=[CH:5]2.O.O.[Sn](Cl)Cl.C([O-])([O-])=O.[Na+].[Na+], predict the reaction product. (4) The product is: [Cl:21][C:22]1[CH:27]=[CH:26][C:25]([C:2]2[CH:11]=[N:10][CH:9]=[C:8]3[C:3]=2[CH:4]=[C:5]([C:12]([NH:14][CH2:15][CH2:16][S:17]([CH3:20])(=[O:19])=[O:18])=[O:13])[CH:6]=[N:7]3)=[C:24]([F:31])[CH:23]=1. Given the reactants Br[C:2]1[CH:11]=[N:10][CH:9]=[C:8]2[C:3]=1[CH:4]=[C:5]([C:12]([NH:14][CH2:15][CH2:16][S:17]([CH3:20])(=[O:19])=[O:18])=[O:13])[CH:6]=[N:7]2.[Cl:21][C:22]1[CH:27]=[CH:26][C:25](B(O)O)=[C:24]([F:31])[CH:23]=1.C(=O)([O-])[O-].[Cs+].[Cs+], predict the reaction product. (5) Given the reactants C([O:8][C:9]1[C:18](=[O:19])[N:17]2[C:12]([CH2:13][O:14][CH2:15][CH2:16]2)=[N:11][C:10]=1[C:20]([O:22][CH2:23][CH3:24])=[O:21])C1C=CC=CC=1.[H][H], predict the reaction product. The product is: [OH:8][C:9]1[C:18](=[O:19])[N:17]2[C:12]([CH2:13][O:14][CH2:15][CH2:16]2)=[N:11][C:10]=1[C:20]([O:22][CH2:23][CH3:24])=[O:21]. (6) Given the reactants Cl.[N:2]1([C:7]2[CH:35]=[CH:34][C:10]([CH2:11][CH:12]([NH:24][S:25]([C:28]3[CH:29]=[N:30][CH:31]=[CH:32][CH:33]=3)(=[O:27])=[O:26])[C:13]3[N:18]=[C:17]([NH:19][CH2:20][C:21]([OH:23])=[O:22])[CH:16]=[CH:15][CH:14]=3)=[CH:9][CH:8]=2)[CH:6]=[CH:5][CH:4]=[N:3]1.[C:36](OC(=O)CN(C(OC(C)(C)C)=O)C1C=CC=C(C(S(C2C=CC=CN=2)(=O)=O)NCC2C=CC(C3SC=CN=3)=CC=2)N=1)(C)(C)[CH3:37], predict the reaction product. The product is: [CH2:36]([O:22][C:21](=[O:23])[CH2:20][NH:19][C:17]1[CH:16]=[CH:15][CH:14]=[C:13]([CH:12]([CH2:11][C:10]2[CH:9]=[CH:8][C:7]([N:2]3[CH:6]=[CH:5][CH:4]=[N:3]3)=[CH:35][CH:34]=2)[NH:24][S:25]([C:28]2[CH:29]=[N:30][CH:31]=[CH:32][CH:33]=2)(=[O:27])=[O:26])[N:18]=1)[CH3:37]. (7) The product is: [CH3:1][O:2][C:3](=[O:21])[CH2:4][C:5]1[CH:10]=[CH:9][CH:8]=[C:7]([O:11][C:12]2[CH:17]=[CH:16][C:15]([Br:18])=[CH:14][C:13]=2[CH2:19][NH:29][CH2:22][C:23]2[CH:28]=[CH:27][CH:26]=[CH:25][CH:24]=2)[CH:6]=1. Given the reactants [CH3:1][O:2][C:3](=[O:21])[CH2:4][C:5]1[CH:10]=[CH:9][CH:8]=[C:7]([O:11][C:12]2[CH:17]=[CH:16][C:15]([Br:18])=[CH:14][C:13]=2[CH:19]=O)[CH:6]=1.[CH2:22]([NH2:29])[C:23]1[CH:28]=[CH:27][CH:26]=[CH:25][CH:24]=1.C([BH3-])#N.[Na+], predict the reaction product. (8) The product is: [CH3:1][C:2]1([CH3:9])[CH2:7][CH2:6][C:5](=[N:11][OH:12])[CH2:4][CH2:3]1. Given the reactants [CH3:1][C:2]1([CH3:9])[CH2:7][CH2:6][C:5](=O)[CH2:4][CH2:3]1.Cl.[NH2:11][OH:12].C(=O)([O-])[O-].[Na+].[Na+], predict the reaction product. (9) Given the reactants [NH2:1][C:2]1[CH:11]=[CH:10][CH:9]=[C:8]2[C:3]=1[C:4]([CH:12]=[CH2:13])=[CH:5][N:6]=[CH:7]2.O=[C:15]1[CH2:20][CH2:19][CH2:18][N:17]([C:21]([O:23][C:24]([CH3:27])([CH3:26])[CH3:25])=[O:22])[CH2:16]1.C(O[BH-](OC(=O)C)OC(=O)C)(=O)C.[Na+].C(=O)([O-])O.[Na+], predict the reaction product. The product is: [CH:12]([C:4]1[C:3]2[C:8](=[CH:9][CH:10]=[CH:11][C:2]=2[NH:1][CH:19]2[CH2:20][CH2:15][CH2:16][N:17]([C:21]([O:23][C:24]([CH3:27])([CH3:26])[CH3:25])=[O:22])[CH2:18]2)[CH:7]=[N:6][CH:5]=1)=[CH2:13]. (10) Given the reactants [N:1]1([C:5]2[N:10]=[CH:9][C:8]([C:11]3([OH:21])[CH2:20][CH2:19][C:14]4(OCC[O:15]4)[CH2:13][CH2:12]3)=[CH:7][CH:6]=2)[CH2:4][CH2:3][CH2:2]1.Cl.[OH-].[Na+], predict the reaction product. The product is: [N:1]1([C:5]2[N:10]=[CH:9][C:8]([C:11]3([OH:21])[CH2:12][CH2:13][C:14](=[O:15])[CH2:19][CH2:20]3)=[CH:7][CH:6]=2)[CH2:4][CH2:3][CH2:2]1.